This data is from Forward reaction prediction with 1.9M reactions from USPTO patents (1976-2016). The task is: Predict the product of the given reaction. The product is: [F:23][C:22]([F:25])([F:24])[C:19]1[CH:2]=[CH:3][C:4]([NH:5][C:6]([C:7]2[CH:13]=[CH:12][NH:11][N:8]=2)=[O:14])=[N:17][CH:18]=1. Given the reactants N1[N:5]2[C:6](=[O:14])[C:7]3[N:8]([N:11]=[CH:12][CH:13]=3)C(=O)[C:4]2=[CH:3][CH:2]=1.NC1C=C[C:19]([C:22]([F:25])([F:24])[F:23])=[CH:18][N:17]=1.Cl, predict the reaction product.